From a dataset of Reaction yield outcomes from USPTO patents with 853,638 reactions. Predict the reaction yield, written as a fraction of the theoretical maximum amount of product (1.0 means a 100% yield; for example, 0.34 means a 34% yield). (1) The reactants are [S:1](=[O:26])(=[O:25])([O:3][CH2:4][C@@H:5]1[C@@H:12]2[C@@H:8]([O:9][C:10]([CH3:14])([CH3:13])[O:11]2)[C@H:7]([N:15]2[CH:23]=[N:22][C:21]3[C:16]2=[N:17][CH:18]=[N:19][C:20]=3[Cl:24])[O:6]1)[NH2:2].CCN(C(C)C)C(C)C.[C:36](Cl)([C:49]1[CH:54]=[CH:53][CH:52]=[CH:51][CH:50]=1)([C:43]1[CH:48]=[CH:47][CH:46]=[CH:45][CH:44]=1)[C:37]1[CH:42]=[CH:41][CH:40]=[CH:39][CH:38]=1. The catalyst is C(Cl)Cl. The product is [C:36]([NH:2][S:1](=[O:26])(=[O:25])[O:3][CH2:4][C@@H:5]1[C@@H:12]2[C@@H:8]([O:9][C:10]([CH3:13])([CH3:14])[O:11]2)[C@H:7]([N:15]2[CH:23]=[N:22][C:21]3[C:16]2=[N:17][CH:18]=[N:19][C:20]=3[Cl:24])[O:6]1)([C:37]1[CH:42]=[CH:41][CH:40]=[CH:39][CH:38]=1)([C:49]1[CH:50]=[CH:51][CH:52]=[CH:53][CH:54]=1)[C:43]1[CH:44]=[CH:45][CH:46]=[CH:47][CH:48]=1. The yield is 0.820. (2) The reactants are [CH3:1][S:2]([C:5]1[CH:6]=[C:7]([C:11]#[C:12][C:13]2[N:18]=[C:17]([C:19]([OH:21])=O)[CH:16]=[CH:15][CH:14]=2)[CH:8]=[CH:9][CH:10]=1)(=[O:4])=[O:3].CN(C(ON1N=NC2C=CC=CC1=2)=[N+](C)C)C.F[P-](F)(F)(F)(F)F.CCN(C(C)C)C(C)C.[CH3:55][O:56][C:57]([C:59]1[C:67]2[N:66]=[C:65]([NH2:68])[NH:64][C:63]=2[CH:62]=[CH:61][CH:60]=1)=[O:58]. The catalyst is CN(C=O)C. The product is [CH3:55][O:56][C:57]([C:59]1[C:67]2[N:66]=[C:65]([NH:68][C:19]([C:17]3[CH:16]=[CH:15][CH:14]=[C:13]([C:12]#[C:11][C:7]4[CH:8]=[CH:9][CH:10]=[C:5]([S:2]([CH3:1])(=[O:3])=[O:4])[CH:6]=4)[N:18]=3)=[O:21])[NH:64][C:63]=2[CH:62]=[CH:61][CH:60]=1)=[O:58]. The yield is 0.600. (3) The product is [C:1]([O:5][C:6](=[O:29])[NH:7][C@H:8]1[CH2:13][CH2:12][CH2:11][CH2:10][C@H:9]1[NH:14][C:15]1[N:16]=[CH:17][C:18]2[C:24]([CH:25]([F:27])[F:26])=[N:23][CH:22]=[C:21]([C:39]3[C:40]4[C:45](=[CH:44][C:43]([C:46]#[N:47])=[CH:42][CH:41]=4)[NH:37][CH:38]=3)[C:19]=2[N:20]=1)([CH3:4])([CH3:3])[CH3:2]. The reactants are [C:1]([O:5][C:6](=[O:29])[NH:7][C@H:8]1[CH2:13][CH2:12][CH2:11][CH2:10][C@H:9]1[NH:14][C:15]1[N:16]=[CH:17][C:18]2[C:24]([CH:25]([F:27])[F:26])=[N:23][CH:22]=[C:21](I)[C:19]=2[N:20]=1)([CH3:4])([CH3:3])[CH3:2].C([N:37]1[C:45]2[C:40](=[CH:41][CH:42]=[C:43]([C:46]#[N:47])[CH:44]=2)[C:39](B2OC(C)(C)C(C)(C)O2)=[CH:38]1)(OC(C)(C)C)=O.C1(P(C2CCCCC2)C2C=CC=CC=2C2C(OC)=CC=CC=2OC)CCCCC1.C(=O)([O-])[O-].[K+].[K+].COCCOC.O. The catalyst is C([O-])(=O)C.[Pd+2].C([O-])(=O)C. The yield is 0.660. (4) The reactants are [S:1]1[CH:5]=[CH:4][C:3]2[C:6](=O)[C:7]3[S:8][CH:9]=[CH:10][C:11]=3[C:12](=[O:13])[C:2]1=2.[BH4-].[Na+].[OH-].[K+].S([O:24][CH3:25])(OC)(=O)=O.[CH2:26](OCC)C. The catalyst is O.C(O)C. The product is [CH3:26][O:13][C:12]1[C:2]2[S:1][CH:5]=[CH:4][C:3]=2[C:6]([O:24][CH3:25])=[C:7]2[S:8][CH:9]=[CH:10][C:11]=12. The yield is 0.620. (5) The reactants are [CH3:1][C:2]([C:6]1[N:10]=[CH:9][NH:8][C:7]=1[CH2:11][OH:12])([CH3:5])[CH:3]=[CH2:4]. The catalyst is CC(C)=O.[O-2].[O-2].[Mn+4]. The product is [CH3:5][C:2]([C:6]1[N:10]=[CH:9][NH:8][C:7]=1[CH:11]=[O:12])([CH3:1])[CH:3]=[CH2:4]. The yield is 0.510. (6) The reactants are [O:1]1[CH:5]=[CH:4][CH:3]=[C:2]1[C:6]1[O:7][C:8]([CH3:34])=[C:9]([CH2:11][O:12][C:13]2[CH:31]=[CH:30][C:16]([CH2:17][O:18][C:19]3[C:23]([C:24](OCC)=[O:25])=[CH:22][N:21]([CH3:29])[N:20]=3)=[CH:15][C:14]=2[O:32][CH3:33])[N:10]=1.[H-].[Al+3].[Li+].[H-].[H-].[H-].O.O.O.O.O.O.O.O.O.O.S([O-])([O-])(=O)=O.[Na+].[Na+]. The catalyst is O1CCCC1.C(OCC)(=O)C. The product is [O:1]1[CH:5]=[CH:4][CH:3]=[C:2]1[C:6]1[O:7][C:8]([CH3:34])=[C:9]([CH2:11][O:12][C:13]2[CH:31]=[CH:30][C:16]([CH2:17][O:18][C:19]3[C:23]([CH2:24][OH:25])=[CH:22][N:21]([CH3:29])[N:20]=3)=[CH:15][C:14]=2[O:32][CH3:33])[N:10]=1. The yield is 0.610.